Dataset: Reaction yield outcomes from USPTO patents with 853,638 reactions. Task: Predict the reaction yield, written as a fraction of the theoretical maximum amount of product (1.0 means a 100% yield; for example, 0.34 means a 34% yield). The product is [NH2:3][C:4]1[C:13]([I:1])=[CH:12][C:7]([C:8]([O:10][CH3:11])=[O:9])=[CH:6][N:5]=1. The reactants are [I:1]I.[NH2:3][C:4]1[CH:13]=[CH:12][C:7]([C:8]([O:10][CH3:11])=[O:9])=[CH:6][N:5]=1.CO.C(Cl)(Cl)Cl. The catalyst is C(O)C.S([O-])([O-])(=O)=O.[Ag+2]. The yield is 0.620.